Dataset: Reaction yield outcomes from USPTO patents with 853,638 reactions. Task: Predict the reaction yield, written as a fraction of the theoretical maximum amount of product (1.0 means a 100% yield; for example, 0.34 means a 34% yield). (1) The reactants are [NH:1]1[CH2:5][CH2:4][C@H:3]([N:6]2[CH:10]=[C:9]([O:11][C:12]3[N:13]=[C:14]([OH:22])[C:15]4[CH:21]=[CH:20][N:19]=[CH:18][C:16]=4[N:17]=3)[CH:8]=[N:7]2)[CH2:2]1.[CH:23]1([C:26](Cl)=[O:27])[CH2:25][CH2:24]1. No catalyst specified. The product is [CH:23]1([C:26]([N:1]2[CH2:5][CH2:4][C@H:3]([N:6]3[CH:10]=[C:9]([O:11][C:12]4[N:13]=[C:14]([OH:22])[C:15]5[CH:21]=[CH:20][N:19]=[CH:18][C:16]=5[N:17]=4)[CH:8]=[N:7]3)[CH2:2]2)=[O:27])[CH2:25][CH2:24]1. The yield is 0.300. (2) The reactants are C1(C)C=CC(S([O-])(=O)=O)=CC=1.[NH+]1C=CC=CC=1.[CH3:18][O:19][C:20](=[O:75])[C:21]1[CH:26]=[CH:25][C:24]([CH3:27])=[C:23]([N:28]2[C:33]([CH3:34])=[CH:32][C:31]([O:35][CH2:36][C:37]3[CH:42]=[CH:41][CH:40]=[CH:39][C:38]=3[CH2:43][NH:44][C:45]([NH:47][C:48]3[N:49]([C:57]4[CH:62]=[CH:61][CH:60]=[C:59]([O:63][CH2:64][CH2:65][O:66]C5CCCCO5)[CH:58]=4)[N:50]=[C:51]([C:53]([CH3:56])([CH3:55])[CH3:54])[CH:52]=3)=[O:46])=[C:30]([Cl:73])[C:29]2=[O:74])[CH:22]=1. The catalyst is CO. The product is [CH3:18][O:19][C:20](=[O:75])[C:21]1[CH:26]=[CH:25][C:24]([CH3:27])=[C:23]([N:28]2[C:33]([CH3:34])=[CH:32][C:31]([O:35][CH2:36][C:37]3[CH:42]=[CH:41][CH:40]=[CH:39][C:38]=3[CH2:43][NH:44][C:45]([NH:47][C:48]3[N:49]([C:57]4[CH:62]=[CH:61][CH:60]=[C:59]([O:63][CH2:64][CH2:65][OH:66])[CH:58]=4)[N:50]=[C:51]([C:53]([CH3:56])([CH3:55])[CH3:54])[CH:52]=3)=[O:46])=[C:30]([Cl:73])[C:29]2=[O:74])[CH:22]=1. The yield is 0.885. (3) The yield is 0.520. The product is [CH3:1][C:2]1[CH:7]=[C:6]([CH3:8])[CH:5]=[CH:4][C:3]=1[C:9]1[C:18]2[C:13](=[CH:14][CH:15]=[CH:16][CH:17]=2)[C:12](=[O:19])[N:11]([CH3:20])[C:10]=1[CH:21]([CH2:25][CH2:26][CH3:27])[C:22]([OH:24])=[O:23]. The reactants are [CH3:1][C:2]1[CH:7]=[C:6]([CH3:8])[CH:5]=[CH:4][C:3]=1[C:9]1[C:18]2[C:13](=[CH:14][CH:15]=[CH:16][CH:17]=2)[C:12](=[O:19])[N:11]([CH3:20])[C:10]=1[CH:21]([CH2:25][CH:26]=[CH2:27])[C:22]([OH:24])=[O:23]. The catalyst is C(OCC)(=O)C.[Pt](=O)=O. (4) The reactants are [N+:1]([C:4]1[CH:5]=[CH:6][C:7]([N:10]2[CH2:15][CH2:14][C:13]([OH:22])([C:16]3[CH:21]=[CH:20][CH:19]=[CH:18][CH:17]=3)[CH2:12][CH2:11]2)=[N:8][CH:9]=1)([O-])=O. The catalyst is CCOC(C)=O.CCO.[Pd]. The product is [NH2:1][C:4]1[CH:5]=[CH:6][C:7]([N:10]2[CH2:15][CH2:14][C:13]([OH:22])([C:16]3[CH:17]=[CH:18][CH:19]=[CH:20][CH:21]=3)[CH2:12][CH2:11]2)=[N:8][CH:9]=1. The yield is 0.690. (5) The reactants are [OH:1][C:2]1[C:7]2[C@@:8]3([OH:45])[C@@:21]([O:25][CH3:26])([C@H:22]([OH:24])[CH2:23][C:6]=2[CH:5]=[C:4]([CH3:46])[C:3]=1[C:47]([O:49][CH3:50])=[O:48])[C:20](=[O:27])[C:19]1[C:10](=[CH:11][C:12]2[C:13](=[O:43])[C:14]([NH:30][C@@H:31]4[C@H:36]([O:37][CH3:38])[C@H:35]([OH:39])[C@@H:34]([O:40][CH3:41])[C@H:33]([CH3:42])[O:32]4)=[CH:15][C:16](=[O:29])[C:17]=2[C:18]=1[OH:28])[C:9]3=[O:44].[Cl:51]N1C(=O)CCC1=O.C(OOC(=O)C1C=CC=CC=1)(=O)C1C=CC=CC=1. The catalyst is C(Cl)(Cl)Cl. The product is [Cl:51][C:15]1[C:16](=[O:29])[C:17]2[C:18]([OH:28])=[C:19]3[C:10](=[CH:11][C:12]=2[C:13](=[O:43])[C:14]=1[NH:30][C@@H:31]1[C@H:36]([O:37][CH3:38])[C@H:35]([OH:39])[C@@H:34]([O:40][CH3:41])[C@H:33]([CH3:42])[O:32]1)[C:9](=[O:44])[C@:8]1([OH:45])[C@@:21]([O:25][CH3:26])([C@H:22]([OH:24])[CH2:23][C:6]2[CH:5]=[C:4]([CH3:46])[C:3]([C:47]([O:49][CH3:50])=[O:48])=[C:2]([OH:1])[C:7]=21)[C:20]3=[O:27]. The yield is 0.140. (6) The reactants are [Br:1][C:2]1[CH:15]=[C:14]2[C:5]([O:6][C:7]3[C:8]([F:25])=[CH:9][C:10]([O:23][CH3:24])=[CH:11][C:12]=3[C:13]2([CH2:17][C:18]([O:20][CH2:21][CH3:22])=[O:19])O)=[CH:4][CH:3]=1.[N:26]([Si](C)(C)C)=[N+:27]=[N-:28].C([O+]([B-](F)(F)F)CC)C. The catalyst is C1(C)C=CC=CC=1. The product is [N:26]([C:13]1([CH2:17][C:18]([O:20][CH2:21][CH3:22])=[O:19])[C:12]2[CH:11]=[C:10]([O:23][CH3:24])[CH:9]=[C:8]([F:25])[C:7]=2[O:6][C:5]2[C:14]1=[CH:15][C:2]([Br:1])=[CH:3][CH:4]=2)=[N+:27]=[N-:28]. The yield is 0.940.